This data is from Forward reaction prediction with 1.9M reactions from USPTO patents (1976-2016). The task is: Predict the product of the given reaction. (1) Given the reactants CC(NC)(C)[C:3]([O:5][CH2:6][C:7]1[CH:12]=[CH:11][CH:10]=[CH:9][CH:8]=1)=[O:4].[CH2:16]([N:18]([CH:22](C)C)[CH:19]([CH3:21])[CH3:20])C.[C:25]([C:28]1[N:33]=[C:32]([C:34]2[CH:39]=[CH:38][C:37]([C:40]3[CH:45]=[CH:44][C:43]([CH2:46]C(O)=O)=[CH:42][C:41]=3[Cl:50])=[CH:36][CH:35]=2)[C:31]([CH3:51])=[N:30][C:29]=1[CH3:52])(=[O:27])[NH2:26].Cl.CN(C)CCCN=C=NCC.N1([OH:74])C2C=CC=CC=2N=N1, predict the reaction product. The product is: [C:25]([C:28]1[N:33]=[C:32]([C:34]2[CH:35]=[CH:36][C:37]([C:40]3[CH:45]=[CH:44][C:43]([CH2:46][C:16]([N:18]([C:19]([CH3:20])([CH3:21])[C:3]([O:5][CH2:6][C:7]4[CH:12]=[CH:11][CH:10]=[CH:9][CH:8]=4)=[O:4])[CH3:22])=[O:74])=[CH:42][C:41]=3[Cl:50])=[CH:38][CH:39]=2)[C:31]([CH3:51])=[N:30][C:29]=1[CH3:52])(=[O:27])[NH2:26]. (2) Given the reactants [F:1][C:2]([F:24])([F:23])[S:3]([O:6][C:7]1[C:8]([S:21][CH3:22])=[C:9]2[C:13](=[CH:14][CH:15]=1)[N:12]([CH:16]([CH2:18][CH2:19][CH3:20])[CH3:17])[CH:11]=[CH:10]2)(=[O:5])=[O:4].[OH:25]O, predict the reaction product. The product is: [F:24][C:2]([F:1])([F:23])[S:3]([O:6][C:7]1[C:8]([S:21]([CH3:22])=[O:25])=[C:9]2[C:13](=[CH:14][CH:15]=1)[N:12]([CH:16]([CH2:18][CH2:19][CH3:20])[CH3:17])[CH:11]=[CH:10]2)(=[O:5])=[O:4]. (3) Given the reactants CS([O:5][C:6]1[C:26](=[O:27])[N:10]2[CH2:11][CH:12]3[CH2:17][CH2:16][C:15]([NH:18][C:19](=[O:25])[C:20]([N:22]([CH3:24])[CH3:23])=[O:21])([C:9]2=[N:8][C:7]=1[C:28](=[O:38])[NH:29][CH2:30][C:31]1[CH:36]=[CH:35][C:34]([F:37])=[CH:33][CH:32]=1)[CH2:14][CH2:13]3)(=O)=O.[OH-].[Na+], predict the reaction product. The product is: [F:37][C:34]1[CH:33]=[CH:32][C:31]([CH2:30][NH:29][C:28]([C:7]2[N:8]=[C:9]3[C:15]4([NH:18][C:19](=[O:25])[C:20]([N:22]([CH3:24])[CH3:23])=[O:21])[CH2:16][CH2:17][CH:12]([CH2:13][CH2:14]4)[CH2:11][N:10]3[C:26](=[O:27])[C:6]=2[OH:5])=[O:38])=[CH:36][CH:35]=1. (4) Given the reactants C([O:3][C:4]1[CH:5]=[C:6]2[CH:12]=[CH:11][S:10][C:7]2=[CH:8][N:9]=1)C.Cl.N1C=CC=CC=1, predict the reaction product. The product is: [S:10]1[C:7]2=[CH:8][N:9]=[C:4]([OH:3])[CH:5]=[C:6]2[CH:12]=[CH:11]1. (5) Given the reactants [CH3:1][N:2]1[C:10]2[C:5](=[CH:6][CH:7]=[C:8](B(O)O)[CH:9]=2)[CH:4]=[N:3]1.[F:14][C:15]1[C:16]([CH3:46])=[C:17]([C@:21]2([C:34]([O:36][CH2:37]C3C=CC(OC)=CC=3)=[O:35])[CH2:25][CH2:24][C:23](OS(C(F)(F)F)(=O)=O)=[CH:22]2)[CH:18]=[CH:19][CH:20]=1, predict the reaction product. The product is: [F:14][C:15]1[C:16]([CH3:46])=[C:17]([C@:21]2([C:34]([O:36][CH3:37])=[O:35])[CH2:25][CH2:24][C:23]([C:8]3[CH:9]=[C:10]4[C:5]([CH:4]=[N:3][N:2]4[CH3:1])=[CH:6][CH:7]=3)=[CH:22]2)[CH:18]=[CH:19][CH:20]=1. (6) Given the reactants [OH:1][C:2]1[CH:11]=[C:10]([OH:12])[C:9]([C:13](=[O:16])[CH2:14][CH3:15])=[C:8]2[C:3]=1[C:4]([CH2:18][CH2:19][CH3:20])=[CH:5][C:6](=[O:17])[O:7]2.[CH3:21][C:22]([CH3:26])=[CH:23][CH:24]=O, predict the reaction product. The product is: [OH:12][C:10]1[C:11]2[CH:24]=[CH:23][C:22]([CH3:26])([CH3:21])[O:1][C:2]=2[C:3]2[C:4]([CH2:18][CH2:19][CH3:20])=[CH:5][C:6](=[O:17])[O:7][C:8]=2[C:9]=1[C:13](=[O:16])[CH2:14][CH3:15]. (7) Given the reactants [C:1]([O:5][N:6]=[C:7]1[C:16]2[C:11](=[CH:12][C:13](Br)=[CH:14][CH:15]=2)[O:10][C:9]([C:18]2[N:19]=[CH:20][C:21]3[C:26]([CH:27]=2)=[CH:25][CH:24]=[CH:23][CH:22]=3)=[CH:8]1)([CH3:4])([CH3:3])[CH3:2].C(=O)([O-])[O-].[Na+].[Na+].[Cl-].[NH4+], predict the reaction product. The product is: [C:1]([O:5][N:6]=[C:7]1[C:16]2[C:11](=[CH:12][C:13]([C:11]3[CH:16]=[CH:15][CH:14]=[CH:13][CH:12]=3)=[CH:14][CH:15]=2)[O:10][C:9]([C:18]2[N:19]=[CH:20][C:21]3[C:26]([CH:27]=2)=[CH:25][CH:24]=[CH:23][CH:22]=3)=[CH:8]1)([CH3:4])([CH3:3])[CH3:2]. (8) Given the reactants [NH2:1][C:2]1[C:7]([C:8]([NH2:10])=[O:9])=[C:6]([N:11]2[CH2:16][CH2:15][CH:14]([C:17]3[N:18]([CH3:33])[CH:19]=[C:20]([C:22]4[CH:27]=[CH:26][C:25]([F:28])=[C:24]([C:29]([F:32])([F:31])[F:30])[CH:23]=4)[N:21]=3)[CH2:13][CH2:12]2)[N:5]=[CH:4][N:3]=1.NC1C(C#N)=C(N2CCC([C:49]3N(CCNC(C)C)[CH:51]=[C:52]([C:54]4C=CC(F)=C(C(F)(F)F)C=4)[N:53]=3)CC2)N=CN=1, predict the reaction product. The product is: [NH2:1][C:2]1[C:7]([C:8]([NH2:10])=[O:9])=[C:6]([N:11]2[CH2:16][CH2:15][CH:14]([C:17]3[N:18]([CH2:33][CH2:49][NH:53][CH:52]([CH3:54])[CH3:51])[CH:19]=[C:20]([C:22]4[CH:27]=[CH:26][C:25]([F:28])=[C:24]([C:29]([F:32])([F:31])[F:30])[CH:23]=4)[N:21]=3)[CH2:13][CH2:12]2)[N:5]=[CH:4][N:3]=1.